This data is from Reaction yield outcomes from USPTO patents with 853,638 reactions. The task is: Predict the reaction yield, written as a fraction of the theoretical maximum amount of product (1.0 means a 100% yield; for example, 0.34 means a 34% yield). The reactants are Br[C:2]1[CH:7]=[CH:6][C:5]([C@@H:8]([N:10]2[CH2:15][CH2:14][C@:13]([CH2:22][C:23]([OH:26])([CH3:25])[CH3:24])([C:16]3[CH:21]=[CH:20][CH:19]=[CH:18][CH:17]=3)[O:12][C:11]2=[O:27])[CH3:9])=[CH:4][CH:3]=1.[CH3:28][C:29]1([CH3:45])[C:33]([CH3:35])([CH3:34])[O:32][B:31]([B:31]2[O:32][C:33]([CH3:35])([CH3:34])[C:29]([CH3:45])([CH3:28])[O:30]2)[O:30]1.CC([O-])=O.[K+]. The catalyst is CS(C)=O.C1C=CC(P([C]2[CH][CH][CH][CH]2)C2C=CC=CC=2)=CC=1.C1C=CC(P([C]2[CH][CH][CH][CH]2)C2C=CC=CC=2)=CC=1.Cl[Pd]Cl.[Fe]. The product is [OH:26][C:23]([CH3:25])([CH3:24])[CH2:22][C@@:13]1([C:16]2[CH:21]=[CH:20][CH:19]=[CH:18][CH:17]=2)[O:12][C:11](=[O:27])[N:10]([C@H:8]([C:5]2[CH:6]=[CH:7][C:2]([B:31]3[O:32][C:33]([CH3:35])([CH3:34])[C:29]([CH3:45])([CH3:28])[O:30]3)=[CH:3][CH:4]=2)[CH3:9])[CH2:15][CH2:14]1. The yield is 0.600.